From a dataset of Reaction yield outcomes from USPTO patents with 853,638 reactions. Predict the reaction yield, written as a fraction of the theoretical maximum amount of product (1.0 means a 100% yield; for example, 0.34 means a 34% yield). The reactants are C([O:8][C:9]1[CH:18]=[C:17]2[C:12]([C:13]([O:19][C:20]3[CH:25]=[CH:24][C:23]([N+:26]([O-:28])=[O:27])=[CH:22][C:21]=3[F:29])=[CH:14][CH:15]=[N:16]2)=[CH:11][C:10]=1[O:30][CH3:31])C1C=CC=CC=1.Br. The catalyst is C(O)(=O)C.CCOCC. The product is [F:29][C:21]1[CH:22]=[C:23]([N+:26]([O-:28])=[O:27])[CH:24]=[CH:25][C:20]=1[O:19][C:13]1[C:12]2[C:17](=[CH:18][C:9]([OH:8])=[C:10]([O:30][CH3:31])[CH:11]=2)[N:16]=[CH:15][CH:14]=1. The yield is 0.975.